This data is from Full USPTO retrosynthesis dataset with 1.9M reactions from patents (1976-2016). The task is: Predict the reactants needed to synthesize the given product. Given the product [NH2:11][CH2:10][C:9]1[CH:12]=[CH:13][C:6]([C:3]([CH3:5])([CH3:4])[C:1]#[N:2])=[CH:7][CH:8]=1, predict the reactants needed to synthesize it. The reactants are: [C:1]([C:3]([C:6]1[CH:13]=[CH:12][C:9]([C:10]#[N:11])=[CH:8][CH:7]=1)([CH3:5])[CH3:4])#[N:2].[H-].